This data is from Catalyst prediction with 721,799 reactions and 888 catalyst types from USPTO. The task is: Predict which catalyst facilitates the given reaction. (1) Reactant: [C:1]1([O:8][CH3:9])[C:2](=[CH:4][CH:5]=[CH:6][CH:7]=1)[OH:3].[CH3:10][CH:11]([Si:13](Cl)([CH:17]([CH3:19])[CH3:18])[CH:14]([CH3:16])[CH3:15])[CH3:12].N1C=CN=C1. Product: [CH:11]([Si:13]([CH:17]([CH3:19])[CH3:18])([CH:14]([CH3:16])[CH3:15])[O:3][C:2]1[CH:4]=[CH:5][CH:6]=[CH:7][C:1]=1[O:8][CH3:9])([CH3:12])[CH3:10]. The catalyst class is: 25. (2) Reactant: O[C:2]([C:13]1[C:21]2[O:20][CH2:19][CH2:18][C:17]=2[C:16]([CH3:22])=[C:15]([NH:23][C:24](=O)[O:25]C(C)(C)C)[C:14]=1[CH3:31])([C:4]1[CH:9]=[CH:8][C:7]([CH:10]([CH3:12])[CH3:11])=[CH:6][CH:5]=1)[CH3:3].[C:32]([CH2:36]C(Cl)=O)([CH3:35])([CH3:34])[CH3:33]. Product: [CH:10]([C:7]1[CH:6]=[CH:5][C:4]([CH:2]([C:13]2[C:21]3[O:20][CH2:19][CH2:18][C:17]=3[C:16]([CH3:22])=[C:15]([NH:23][C:24](=[O:25])[CH2:33][C:32]([CH3:36])([CH3:35])[CH3:34])[C:14]=2[CH3:31])[CH3:3])=[CH:9][CH:8]=1)([CH3:12])[CH3:11]. The catalyst class is: 175. (3) Reactant: [F:1][CH:2]([F:17])[CH:3]([OH:16])[CH2:4][NH:5][C:6](=[O:15])[O:7][CH2:8][C:9]1[CH:14]=[CH:13][CH:12]=[CH:11][CH:10]=1.C(N(CC)CC)C.[S:25](O[S:25]([C:28]([F:31])([F:30])[F:29])(=[O:27])=[O:26])([C:28]([F:31])([F:30])[F:29])(=[O:27])=[O:26]. Product: [F:29][C:28]([F:31])([F:30])[S:25]([O:16][CH:3]([CH2:4][NH:5][C:6]([O:7][CH2:8][C:9]1[CH:10]=[CH:11][CH:12]=[CH:13][CH:14]=1)=[O:15])[CH:2]([F:17])[F:1])(=[O:27])=[O:26]. The catalyst class is: 4. (4) Reactant: [CH:1]1([CH2:7][CH2:8][CH2:9][NH:10][C:11]2[C:12]([NH2:19])=[CH:13][C:14]([CH3:18])=[C:15]([CH3:17])[CH:16]=2)[CH2:6][CH2:5][CH2:4][CH2:3][CH2:2]1.[NH:20]1[C:28](=[O:29])[C:26](=O)[C:24](=O)[NH:23][C:21]1=[O:22].B(O)(O)O. Product: [CH:1]1([CH2:7][CH2:8][CH2:9][N:10]2[C:24]3[C:26]([C:28](=[O:29])[NH:20][C:21](=[O:22])[N:23]=3)=[N:19][C:12]3[CH:13]=[C:14]([CH3:18])[C:15]([CH3:17])=[CH:16][C:11]2=3)[CH2:6][CH2:5][CH2:4][CH2:3][CH2:2]1. The catalyst class is: 15. (5) Reactant: C(O)(=O)C(O)=O.[CH3:7][O:8][C:9](=[O:23])[C@@H:10]([NH2:22])[C:11]([NH:14][C:15]([O:17][C:18]([CH3:21])([CH3:20])[CH3:19])=[O:16])([CH3:13])[CH3:12].[OH:24][CH2:25][C@@H:26]1[CH2:28][C@H:27]1[C:29]#[C:30][C:31]1[CH:32]=[CH:33][C:34]2[CH:38]=[C:37]([C:39](O)=[O:40])[S:36][C:35]=2[CH:42]=1.C(N(CC)CC)C.CN(C(ON1N=NC2C=CC=NC1=2)=[N+](C)C)C.F[P-](F)(F)(F)(F)F. Product: [C:18]([O:17][C:15]([NH:14][C:11]([CH3:13])([CH3:12])[C@H:10]([NH:22][C:39]([C:37]1[S:36][C:35]2[CH:42]=[C:31]([C:30]#[C:29][C@@H:27]3[CH2:28][C@H:26]3[CH2:25][OH:24])[CH:32]=[CH:33][C:34]=2[CH:38]=1)=[O:40])[C:9]([O:8][CH3:7])=[O:23])=[O:16])([CH3:21])([CH3:20])[CH3:19]. The catalyst class is: 10.